From a dataset of Peptide-MHC class II binding affinity with 134,281 pairs from IEDB. Regression. Given a peptide amino acid sequence and an MHC pseudo amino acid sequence, predict their binding affinity value. This is MHC class II binding data. The peptide sequence is KISGEWYSIFLASDVK. The MHC is DRB4_0101 with pseudo-sequence DRB4_0103. The binding affinity (normalized) is 0.278.